From a dataset of Peptide-MHC class I binding affinity with 185,985 pairs from IEDB/IMGT. Regression. Given a peptide amino acid sequence and an MHC pseudo amino acid sequence, predict their binding affinity value. This is MHC class I binding data. The peptide sequence is DEVVYTHGA. The MHC is HLA-A23:01 with pseudo-sequence HLA-A23:01. The binding affinity (normalized) is 0.0847.